Dataset: Full USPTO retrosynthesis dataset with 1.9M reactions from patents (1976-2016). Task: Predict the reactants needed to synthesize the given product. (1) The reactants are: [Br:1][C:2]1[CH:3]=[CH:4][C:5]([Cl:12])=[C:6]([CH2:8][C:9](O)=[O:10])[CH:7]=1.C(Cl)(=O)C([Cl:16])=O. Given the product [Br:1][C:2]1[CH:3]=[CH:4][C:5]([Cl:12])=[C:6]([CH2:8][C:9]([Cl:16])=[O:10])[CH:7]=1, predict the reactants needed to synthesize it. (2) Given the product [Cl:59][C:60]1[CH:61]=[CH:62][C:63]([CH2:66][S:67]([NH:70][C:74]([C:37]2([C:4]3[C:3]([C:1]#[N:2])=[CH:8][C:7]([C:9]4[O:10][C:11]([CH2:14][CH3:15])=[CH:12][N:13]=4)=[C:6]([CH3:16])[N:5]=3)[CH2:36][CH2:35][NH:40][CH2:39][CH2:38]2)=[O:75])(=[O:68])=[O:69])=[CH:64][CH:65]=1, predict the reactants needed to synthesize it. The reactants are: [C:1]([C:3]1[C:4](N2CCC(C(O)=O)CC2)=[N:5][C:6]([CH3:16])=[C:7]([C:9]2[O:10][C:11]([CH2:14][CH3:15])=[CH:12][N:13]=2)[CH:8]=1)#[N:2].CN(C(ON1N=N[C:36]2[CH:37]=[CH:38][CH:39]=[N:40][C:35]1=2)=[N+](C)C)C.F[P-](F)(F)(F)(F)F.CCN(C(C)C)C(C)C.[Cl:59][C:60]1[CH:65]=[CH:64][C:63]([CH2:66][S:67]([NH2:70])(=[O:69])=[O:68])=[CH:62][CH:61]=1.CN([CH:74]=[O:75])C. (3) The reactants are: [CH3:1][O:2][CH2:3][CH2:4][O:5][C:6]1[C:7]([NH:19][C:20]([NH2:22])=[S:21])=[N:8][CH:9]=[C:10]([O:12][C:13]2[CH:14]=[N:15][CH:16]=[CH:17][CH:18]=2)[CH:11]=1.Cl[CH2:24][CH:25]=O. Given the product [CH3:1][O:2][CH2:3][CH2:4][O:5][C:6]1[C:7]([NH:19][C:20]2[S:21][CH:24]=[CH:25][N:22]=2)=[N:8][CH:9]=[C:10]([O:12][C:13]2[CH:14]=[N:15][CH:16]=[CH:17][CH:18]=2)[CH:11]=1, predict the reactants needed to synthesize it.